This data is from Full USPTO retrosynthesis dataset with 1.9M reactions from patents (1976-2016). The task is: Predict the reactants needed to synthesize the given product. (1) Given the product [N:1]([CH2:4][CH:5]1[O:10][C:9]2[C:11]([C:15]3[CH:20]=[CH:19][CH:18]=[CH:17][C:16]=3[Cl:21])=[CH:12][CH:13]=[CH:14][C:8]=2[N:7]([CH2:22][CH3:23])[CH2:6]1)=[N+:2]=[N-:3], predict the reactants needed to synthesize it. The reactants are: [N:1]([CH2:4][CH:5]1[O:10][C:9]2[C:11]([C:15]3[CH:20]=[CH:19][CH:18]=[CH:17][C:16]=3[Cl:21])=[CH:12][CH:13]=[CH:14][C:8]=2[NH:7][CH2:6]1)=[N+:2]=[N-:3].[CH2:22](I)[CH3:23]. (2) Given the product [CH3:13][O:12][C:9]1[CH:10]=[C:11]2[C:6](=[CH:7][C:8]=1[O:14][CH3:15])[N:5]=[CH:4][CH:3]=[C:2]2[O:26][C:19]1[CH:18]=[C:17]([CH3:16])[CH:22]=[CH:21][C:20]=1[C:23](=[O:24])[CH3:25], predict the reactants needed to synthesize it. The reactants are: Cl[C:2]1[C:11]2[C:6](=[CH:7][C:8]([O:14][CH3:15])=[C:9]([O:12][CH3:13])[CH:10]=2)[N:5]=[CH:4][CH:3]=1.[CH3:16][C:17]1[CH:22]=[CH:21][C:20]([C:23]([CH3:25])=[O:24])=[C:19]([OH:26])[CH:18]=1. (3) Given the product [ClH:1].[Cl:23][C:24]1[CH:29]=[C:28]([C:2]2[N:3]=[C:4]3[C:9](=[CH:10][CH:11]=2)[N:8]=[CH:7][C:6]([C:12](=[O:14])[CH3:13])=[C:5]3[NH:15][C@H:16]2[CH2:21][CH2:20][C@H:19]([OH:22])[CH2:18][CH2:17]2)[CH:27]=[C:26]([F:39])[C:25]=1[OH:40], predict the reactants needed to synthesize it. The reactants are: [Cl:1][C:2]1[N:3]=[C:4]2[C:9](=[CH:10][CH:11]=1)[N:8]=[CH:7][C:6]([C:12](=[O:14])[CH3:13])=[C:5]2[NH:15][C@H:16]1[CH2:21][CH2:20][C@H:19]([OH:22])[CH2:18][CH2:17]1.[Cl:23][C:24]1[CH:29]=[C:28](B2OC(C)(C)C(C)(C)O2)[CH:27]=[C:26]([F:39])[C:25]=1[OH:40]. (4) Given the product [ClH:1].[CH3:11][C:9]12[CH2:10][C:5]([CH3:2])([N:15]([CH3:22])[CH2:12]1)[CH2:6][C:7]([CH3:14])([CH3:13])[CH2:8]2, predict the reactants needed to synthesize it. The reactants are: [ClH:1].[CH2:2]([C:5]1([NH2:15])[CH2:10][C:9]([CH3:12])([CH3:11])[CH2:8][C:7]([CH3:14])([CH3:13])[CH2:6]1)C=C.[H-].[Al+3].[Li+].[H-].[H-].[H-].[CH2:22](OCC)C. (5) Given the product [F:14][C:15]([F:26])([F:25])[C:16]1[CH:17]=[C:18]([CH:22]=[CH:23][CH:24]=1)[C:19]([N:11]=[C:9]1[N:8]([CH2:38][C:29]([OH:28])=[O:44])[C:7]2[CH:12]=[C:13]3[O:1][CH2:2][O:3][C:4]3=[CH:5][C:6]=2[S:10]1)=[O:20], predict the reactants needed to synthesize it. The reactants are: [O:1]1[C:13]2[C:4](=[CH:5][C:6]3[S:10][C:9]([NH2:11])=[N:8][C:7]=3[CH:12]=2)[O:3][CH2:2]1.[F:14][C:15]([F:26])([F:25])[C:16]1[CH:17]=[C:18]([CH:22]=[CH:23][CH:24]=1)[C:19](Cl)=[O:20].C[O:28][C:29]1[CH:38]=CC2N=C(N)SC=2C=1.ClC1C=C(C=CC=1)C(Cl)=[O:44]. (6) The reactants are: FC(F)(F)S(O[C:7]1[C:11]2[CH2:12][N:13]([C:16](=[O:25])[CH2:17][O:18][C:19]3[CH:24]=[CH:23][CH:22]=[CH:21][CH:20]=3)[CH2:14][CH2:15][C:10]=2[NH:9][N:8]=1)(=O)=O.[F:28][C:29]1[CH:34]=[CH:33][C:32](B(O)O)=[CH:31][CH:30]=1.[O-]P([O-])([O-])=O.[K+].[K+].[K+].O. Given the product [F:28][C:29]1[CH:34]=[CH:33][C:32]([C:7]2[C:11]3[CH2:12][N:13]([C:16](=[O:25])[CH2:17][O:18][C:19]4[CH:20]=[CH:21][CH:22]=[CH:23][CH:24]=4)[CH2:14][CH2:15][C:10]=3[NH:9][N:8]=2)=[CH:31][CH:30]=1, predict the reactants needed to synthesize it. (7) Given the product [O:3]=[C:4]1[N:10]([CH:11]2[CH2:16][CH2:15][N:14]([C:17]([O:19][C@@H:20]([C:31]([OH:33])=[O:32])[CH2:21][C:22]3[CH:27]=[C:26]([CH3:28])[C:25]([NH2:29])=[C:24]([CH3:30])[CH:23]=3)=[O:18])[CH2:13][CH2:12]2)[CH2:9][CH2:8][C:7]2[CH:35]=[CH:36][CH:37]=[CH:38][C:6]=2[NH:5]1, predict the reactants needed to synthesize it. The reactants are: [Li+].[OH-].[O:3]=[C:4]1[N:10]([CH:11]2[CH2:16][CH2:15][N:14]([C:17]([O:19][C@@H:20]([C:31]([O:33]C)=[O:32])[CH2:21][C:22]3[CH:27]=[C:26]([CH3:28])[C:25]([NH2:29])=[C:24]([CH3:30])[CH:23]=3)=[O:18])[CH2:13][CH2:12]2)[CH2:9][CH2:8][C:7]2[CH:35]=[CH:36][CH:37]=[CH:38][C:6]=2[NH:5]1.